Dataset: Forward reaction prediction with 1.9M reactions from USPTO patents (1976-2016). Task: Predict the product of the given reaction. (1) Given the reactants [CH2:1]([CH:5]1[CH2:8][C:7]([C:9]([OH:11])=[O:10])=[CH:6]1)[CH:2]([CH3:4])[CH3:3], predict the reaction product. The product is: [CH2:1]([CH:5]1[CH2:6][CH:7]([C:9]([OH:11])=[O:10])[CH2:8]1)[CH:2]([CH3:4])[CH3:3]. (2) Given the reactants [F:1][C:2]([F:34])([F:33])[C:3]1[CH:4]=[C:5]([CH:26]=[C:27]([C:29]([F:32])([F:31])[F:30])[CH:28]=1)[CH2:6][N:7]([CH2:13][C:14]1[CH:15]=[C:16]2[C:23]([CH3:24])=[N:22][N:21]([CH3:25])[C:17]2=[N:18][C:19]=1[Cl:20])[C:8]1[N:9]=[N:10][NH:11][N:12]=1.[H-].[Na+].[CH3:37]I.O, predict the reaction product. The product is: [F:32][C:29]([F:30])([F:31])[C:27]1[CH:26]=[C:5]([CH:4]=[C:3]([C:2]([F:33])([F:1])[F:34])[CH:28]=1)[CH2:6][N:7]([CH2:13][C:14]1[CH:15]=[C:16]2[C:23]([CH3:24])=[N:22][N:21]([CH3:25])[C:17]2=[N:18][C:19]=1[Cl:20])[C:8]1[N:9]=[N:10][N:11]([CH3:37])[N:12]=1. (3) Given the reactants [F:1][C:2]1[CH:3]=[C:4]([NH2:24])[CH:5]=[CH:6][C:7]=1[O:8][C:9]1[CH:14]=[CH:13][N:12]=[C:11]2[CH:15]=[C:16]([C:18]3[N:19]([CH3:23])[CH:20]=[CH:21][N:22]=3)[S:17][C:10]=12.[O:25]=[C:26]([NH:31][C:32]1[CH:37]=[CH:36][CH:35]=[CH:34][CH:33]=1)[CH2:27][C:28](O)=[O:29].F[P-](F)(F)(F)(F)F.N1(O[P+](N(C)C)(N(C)C)N(C)C)C2C=CC=CC=2N=N1.CCN(C(C)C)C(C)C, predict the reaction product. The product is: [F:1][C:2]1[CH:3]=[C:4]([NH:24][C:28](=[O:29])[CH2:27][C:26]([NH:31][C:32]2[CH:33]=[CH:34][CH:35]=[CH:36][CH:37]=2)=[O:25])[CH:5]=[CH:6][C:7]=1[O:8][C:9]1[CH:14]=[CH:13][N:12]=[C:11]2[CH:15]=[C:16]([C:18]3[N:19]([CH3:23])[CH:20]=[CH:21][N:22]=3)[S:17][C:10]=12. (4) The product is: [F:1][C:2]1[CH:3]=[CH:4][C:5]([NH:8][C:9]([C:11]2[C:15]([N:16]3[C:4]([CH3:5])=[CH:3][CH:2]=[C:7]3[CH3:6])=[CH:14][NH:13][N:12]=2)=[O:10])=[CH:6][CH:7]=1. Given the reactants [F:1][C:2]1[CH:7]=[CH:6][C:5]([NH:8][C:9]([C:11]2[C:15]([NH2:16])=[CH:14][NH:13][N:12]=2)=[O:10])=[CH:4][CH:3]=1.O.[O-2].[O-2].[O-2].O=[Si]=O.O=[Si]=O.O=[Si]=O.O=[Si]=O.[Al+3].[Al+3], predict the reaction product. (5) The product is: [ClH:17].[Br:1][C:2]1[CH:3]=[C:4]([CH2:14][CH2:15][NH:16][C:30]([C:27]2[CH:26]=[CH:25][C:24]([C:21]3[CH:22]=[CH:23][C:18]([Cl:17])=[CH:19][CH:20]=3)=[CH:29][CH:28]=2)=[O:31])[CH:5]=[CH:6][C:7]=1[CH2:8][N:9]1[CH2:10][CH2:11][CH2:12][CH2:13]1. Given the reactants [Br:1][C:2]1[CH:3]=[C:4]([CH2:14][CH2:15][NH2:16])[CH:5]=[CH:6][C:7]=1[CH2:8][N:9]1[CH2:13][CH2:12][CH2:11][CH2:10]1.[Cl:17][C:18]1[CH:23]=[CH:22][C:21]([C:24]2[CH:29]=[CH:28][C:27]([C:30](O)=[O:31])=[CH:26][CH:25]=2)=[CH:20][CH:19]=1.Cl, predict the reaction product. (6) Given the reactants [CH3:1][C:2]1[CH:3]=[C:4]([C:9]2[CH:14]=[CH:13][C:12]([CH3:15])=[C:11]([NH2:16])[CH:10]=2)[CH:5]=[C:6]([CH3:8])[CH:7]=1.[Cl:17][C:18]1[CH:23]=[CH:22][C:21]([NH:24][C:25](=[O:32])[CH2:26][S:27][CH2:28][C:29](O)=[O:30])=[C:20]([C:33]([O:35]C)=[O:34])[CH:19]=1, predict the reaction product. The product is: [Cl:17][C:18]1[CH:23]=[CH:22][C:21]([NH:24][C:25](=[O:32])[CH2:26][S:27][CH2:28][C:29](=[O:30])[NH:16][C:11]2[CH:10]=[C:9]([C:4]3[CH:3]=[C:2]([CH3:1])[CH:7]=[C:6]([CH3:8])[CH:5]=3)[CH:14]=[CH:13][C:12]=2[CH3:15])=[C:20]([CH:19]=1)[C:33]([OH:35])=[O:34]. (7) Given the reactants [CH3:1][O:2][C:3]([C@H:5]([NH:17]C(=O)OCC1C=CC=CC=1)[CH2:6][C:7]1[CH:15]=[C:14]([CH3:16])[C:10]2[NH:11][N:12]=[N:13][C:9]=2[CH:8]=1)=[O:4], predict the reaction product. The product is: [NH2:17][C@H:5]([CH2:6][C:7]1[CH:15]=[C:14]([CH3:16])[C:10]2[NH:11][N:12]=[N:13][C:9]=2[CH:8]=1)[C:3]([O:2][CH3:1])=[O:4]. (8) Given the reactants [CH2:1]([O:8][C:9]([N:11]1[CH2:17][CH2:16][C@:15]2([CH2:18][C:19]3[CH:24]=[CH:23][CH:22]=[CH:21][CH:20]=3)[C@@H:13]([O:14]2)[CH2:12]1)=[O:10])[C:2]1[CH:7]=[CH:6][CH:5]=[CH:4][CH:3]=1.[OH:25]S(O)(=O)=O, predict the reaction product. The product is: [CH2:1]([O:8][C:9]([N:11]1[CH2:17][CH2:16][C@:15]([CH2:18][C:19]2[CH:24]=[CH:23][CH:22]=[CH:21][CH:20]=2)([OH:14])[C@@H:13]([OH:25])[CH2:12]1)=[O:10])[C:2]1[CH:7]=[CH:6][CH:5]=[CH:4][CH:3]=1. (9) Given the reactants [CH2:1]([O:3][C:4](=[O:18])[CH:5]([O:15][CH2:16][CH3:17])[CH2:6][C:7]1[CH:12]=[CH:11][C:10]([OH:13])=[CH:9][C:8]=1[CH3:14])[CH3:2].[C:19]([C:23]1[CH:28]=[CH:27][C:26]([C:29]2[S:30][CH:31]=[C:32]([CH2:34]Cl)[N:33]=2)=[CH:25][CH:24]=1)([CH3:22])([CH3:21])[CH3:20].C(=O)([O-])[O-].[Cs+].[Cs+].[I-].[K+], predict the reaction product. The product is: [CH2:1]([O:3][C:4](=[O:18])[CH:5]([O:15][CH2:16][CH3:17])[CH2:6][C:7]1[CH:12]=[CH:11][C:10]([O:13][CH2:34][C:32]2[N:33]=[C:29]([C:26]3[CH:27]=[CH:28][C:23]([C:19]([CH3:22])([CH3:21])[CH3:20])=[CH:24][CH:25]=3)[S:30][CH:31]=2)=[CH:9][C:8]=1[CH3:14])[CH3:2].